From a dataset of NCI-60 drug combinations with 297,098 pairs across 59 cell lines. Regression. Given two drug SMILES strings and cell line genomic features, predict the synergy score measuring deviation from expected non-interaction effect. (1) Drug 1: C1=CC(=CC=C1C#N)C(C2=CC=C(C=C2)C#N)N3C=NC=N3. Drug 2: C1CN(CCN1C(=O)CCBr)C(=O)CCBr. Cell line: T-47D. Synergy scores: CSS=20.7, Synergy_ZIP=-5.44, Synergy_Bliss=-3.47, Synergy_Loewe=2.08, Synergy_HSA=2.30. (2) Drug 1: COC1=C(C=C2C(=C1)N=CN=C2NC3=CC(=C(C=C3)F)Cl)OCCCN4CCOCC4. Drug 2: C1C(C(OC1N2C=C(C(=O)NC2=O)F)CO)O. Cell line: SK-MEL-5. Synergy scores: CSS=40.7, Synergy_ZIP=-5.14, Synergy_Bliss=-1.64, Synergy_Loewe=0.366, Synergy_HSA=3.00. (3) Drug 1: C1=CC(=CC=C1CCC2=CNC3=C2C(=O)NC(=N3)N)C(=O)NC(CCC(=O)O)C(=O)O. Drug 2: CS(=O)(=O)CCNCC1=CC=C(O1)C2=CC3=C(C=C2)N=CN=C3NC4=CC(=C(C=C4)OCC5=CC(=CC=C5)F)Cl. Cell line: BT-549. Synergy scores: CSS=12.4, Synergy_ZIP=2.33, Synergy_Bliss=3.64, Synergy_Loewe=-3.81, Synergy_HSA=2.21. (4) Drug 1: C1=CC(=CC=C1CCCC(=O)O)N(CCCl)CCCl. Drug 2: CC12CCC3C(C1CCC2O)C(CC4=C3C=CC(=C4)O)CCCCCCCCCS(=O)CCCC(C(F)(F)F)(F)F. Cell line: RPMI-8226. Synergy scores: CSS=50.5, Synergy_ZIP=-1.27, Synergy_Bliss=-4.95, Synergy_Loewe=-7.21, Synergy_HSA=-6.70.